From a dataset of Peptide-MHC class I binding affinity with 185,985 pairs from IEDB/IMGT. Regression. Given a peptide amino acid sequence and an MHC pseudo amino acid sequence, predict their binding affinity value. This is MHC class I binding data. The peptide sequence is MMVILPDKI. The MHC is HLA-A68:02 with pseudo-sequence HLA-A68:02. The binding affinity (normalized) is 0.317.